Predict the reactants needed to synthesize the given product. From a dataset of Full USPTO retrosynthesis dataset with 1.9M reactions from patents (1976-2016). (1) Given the product [S:1]1[C:5]2[CH2:6][CH2:7][CH2:8][C:4]=2[N:3]=[C:2]1[C:9](=[O:11])[CH2:15][C:14]([O:17][CH2:18][CH3:19])=[O:16], predict the reactants needed to synthesize it. The reactants are: [S:1]1[C:5]2[CH2:6][CH2:7][CH2:8][C:4]=2[N:3]=[C:2]1[C:9]([O:11]CC)=O.[C:14]([O:17][CH2:18][CH3:19])(=[O:16])[CH3:15].C[Si]([N-][Si](C)(C)C)(C)C.[Li+]. (2) Given the product [I:13][C:12]1[C:11]([CH3:14])=[CH:10][CH:9]=[C:6]2[C:5]=1[NH:3][N:2]=[C:7]2[NH2:8], predict the reactants needed to synthesize it. The reactants are: O.[NH2:2][NH2:3].F[C:5]1[C:12]([I:13])=[C:11]([CH3:14])[CH:10]=[CH:9][C:6]=1[C:7]#[N:8].O. (3) Given the product [CH3:1][N:2]1[C:11]2[C:6](=[CH:7][C:8]([C:12]#[C:13][CH2:14][C:15]3[CH:20]=[CH:19][CH:18]=[CH:17][CH:16]=3)=[CH:9][CH:10]=2)[C:5](=[O:21])[N:4]([CH2:22][C:23]2[CH:31]=[CH:30][C:26]([C:27]([O:29][CH2:39][CH2:40][N:41]([CH3:43])[CH3:42])=[O:28])=[CH:25][CH:24]=2)[C:3]1=[O:32], predict the reactants needed to synthesize it. The reactants are: [CH3:1][N:2]1[C:11]2[C:6](=[CH:7][C:8]([C:12]#[C:13][CH2:14][C:15]3[CH:20]=[CH:19][CH:18]=[CH:17][CH:16]=3)=[CH:9][CH:10]=2)[C:5](=[O:21])[N:4]([CH2:22][C:23]2[CH:31]=[CH:30][C:26]([C:27]([OH:29])=[O:28])=[CH:25][CH:24]=2)[C:3]1=[O:32].CCN=C=NC[CH2:39][CH2:40][N:41]([CH3:43])[CH3:42].Cl.C1C=CC2N(O)N=NC=2C=1.C(CN)O. (4) Given the product [C:12]([O:16][C:17]([N:19]1[CH2:20][CH2:21][CH:22]([N:25]2[C:29]3=[N:30][CH:31]=[N:32][C:33]([O:1][C:2]4[CH:3]=[CH:4][C:5]([NH:8][C:9](=[O:11])[CH3:10])=[CH:6][CH:7]=4)=[C:28]3[CH:27]=[N:26]2)[CH2:23][CH2:24]1)=[O:18])([CH3:15])([CH3:13])[CH3:14], predict the reactants needed to synthesize it. The reactants are: [OH:1][C:2]1[CH:7]=[CH:6][C:5]([NH:8][C:9](=[O:11])[CH3:10])=[CH:4][CH:3]=1.[C:12]([O:16][C:17]([N:19]1[CH2:24][CH2:23][CH:22]([N:25]2[C:29]3=[N:30][CH:31]=[N:32][C:33](Cl)=[C:28]3[CH:27]=[N:26]2)[CH2:21][CH2:20]1)=[O:18])([CH3:15])([CH3:14])[CH3:13].C(=O)([O-])[O-].[K+].[K+].C(=O)([O-])[O-].[Na+].[Na+]. (5) The reactants are: [F:1][C:2]1[CH:3]=[C:4]([C:8]2[NH:9][C:10]([CH2:19][S:20][CH3:21])=[C:11]([C:13]3[CH:14]=[N:15][CH:16]=[CH:17][CH:18]=3)[N:12]=2)[CH:5]=[CH:6][CH:7]=1.[Cl:22]C1C=CC=C(C(OO)=[O:30])C=1.C(=O)([O-])O.[Na+]. Given the product [ClH:22].[F:1][C:2]1[CH:3]=[C:4]([C:8]2[NH:9][C:10]([CH2:19][S:20]([CH3:21])=[O:30])=[C:11]([C:13]3[CH:14]=[N:15][CH:16]=[CH:17][CH:18]=3)[N:12]=2)[CH:5]=[CH:6][CH:7]=1, predict the reactants needed to synthesize it. (6) The reactants are: [F:1][C:2]([F:51])([F:50])[C:3]1[CH:4]=[C:5]([CH:43]=[C:44]([C:46]([F:49])([F:48])[F:47])[CH:45]=1)[CH2:6][N:7]([CH2:21][C:22]1[CH:27]=[C:26]([C:28]([F:31])([F:30])[F:29])[CH:25]=[CH:24][C:23]=1[C:32]1[CH:37]=[C:36]([CH:38]([CH3:40])[CH3:39])[CH:35]=[CH:34][C:33]=1[O:41][CH3:42])[C:8]1[N:9]=[N:10][N:11]([CH2:13][CH2:14][CH2:15][C:16]([O:18]CC)=[O:17])[N:12]=1.[OH-].[Na+].Cl. Given the product [F:49][C:46]([F:47])([F:48])[C:44]1[CH:43]=[C:5]([CH:4]=[C:3]([C:2]([F:1])([F:50])[F:51])[CH:45]=1)[CH2:6][N:7]([CH2:21][C:22]1[CH:27]=[C:26]([C:28]([F:31])([F:30])[F:29])[CH:25]=[CH:24][C:23]=1[C:32]1[CH:37]=[C:36]([CH:38]([CH3:39])[CH3:40])[CH:35]=[CH:34][C:33]=1[O:41][CH3:42])[C:8]1[N:9]=[N:10][N:11]([CH2:13][CH2:14][CH2:15][C:16]([OH:18])=[O:17])[N:12]=1, predict the reactants needed to synthesize it. (7) Given the product [OH:14][C:6]1[CH:7]=[CH:8][C:9]2[C:4](=[CH:3][C:2]([OH:1])=[CH:11][CH:10]=2)[C:5]=1[CH:16]=[O:15], predict the reactants needed to synthesize it. The reactants are: [OH:1][C:2]1[C:11](C=O)=[CH:10][C:9]2[C:4](=[CH:5][C:6]([OH:14])=[CH:7][CH:8]=2)[CH:3]=1.[OH:15][C:16]1C=CC2C(=CC(O)=CC=2)C=1. (8) Given the product [CH3:1][O:2][C:3]1[C:4]([CH2:14][CH2:15][C:16]2[CH:17]=[CH:18][CH:19]=[CH:20][CH:21]=2)=[C:5]2[C:10](=[CH:11][CH:12]=1)[C:9](=[O:13])[CH2:8][CH2:7][CH2:6]2, predict the reactants needed to synthesize it. The reactants are: [CH3:1][O:2][C:3]1[C:4]([C:14]#[C:15][C:16]2[CH:21]=[CH:20][CH:19]=[CH:18][CH:17]=2)=[C:5]2[C:10](=[CH:11][CH:12]=1)[C:9](=[O:13])[CH2:8][CH2:7][CH2:6]2.[H][H].